From a dataset of Reaction yield outcomes from USPTO patents with 853,638 reactions. Predict the reaction yield, written as a fraction of the theoretical maximum amount of product (1.0 means a 100% yield; for example, 0.34 means a 34% yield). (1) The catalyst is O1CCCC1.O. The reactants are C([Li])CCC.[C:6]([C:10]1[CH:11]=[C:12]([S:16]([N:19]2[C:27]3[C:22](=[CH:23][C:24]([C:28]([F:31])([F:30])[F:29])=[CH:25][CH:26]=3)[CH:21]=[CH:20]2)(=[O:18])=[O:17])[CH:13]=[CH:14][CH:15]=1)([CH3:9])([CH3:8])[CH3:7].[CH:32]([C:34]1[CH:43]=[CH:42][C:37]([C:38]([O:40][CH3:41])=[O:39])=[CH:36][N:35]=1)=[O:33]. The yield is 0.360. The product is [CH3:41][O:40][C:38](=[O:39])[C:37]1[CH:42]=[CH:43][C:34]([CH:32]([C:20]2[N:19]([S:16]([C:12]3[CH:13]=[CH:14][CH:15]=[C:10]([C:6]([CH3:9])([CH3:7])[CH3:8])[CH:11]=3)(=[O:18])=[O:17])[C:27]3[C:22]([CH:21]=2)=[CH:23][C:24]([C:28]([F:30])([F:31])[F:29])=[CH:25][CH:26]=3)[OH:33])=[N:35][CH:36]=1. (2) The reactants are C([O:4][CH2:5][C:6]1[C:7]([N:36]2[CH2:48][CH2:47][N:39]3[C:40]4[CH2:41][CH2:42][CH2:43][CH2:44][C:45]=4[CH:46]=[C:38]3[C:37]2=[O:49])=[N:8][CH:9]=[CH:10][C:11]=1[C:12]1[N:13]=[C:14]([NH:20][C:21]2[CH:26]=[CH:25][C:24]([C@@H:27]3[C:32](=[O:33])[N:31]([CH3:34])[CH2:30][CH2:29][N:28]3[CH3:35])=[CH:23][CH:22]=2)[C:15](=[O:19])[N:16]([CH3:18])[CH:17]=1)(=O)C.O[Li].O. The catalyst is CC(O)C.C1COCC1.O. The product is [CH3:35][N:28]1[CH2:29][CH2:30][N:31]([CH3:34])[C:32](=[O:33])[C@H:27]1[C:24]1[CH:25]=[CH:26][C:21]([NH:20][C:14]2[C:15](=[O:19])[N:16]([CH3:18])[CH:17]=[C:12]([C:11]3[CH:10]=[CH:9][N:8]=[C:7]([N:36]4[CH2:48][CH2:47][N:39]5[C:40]6[CH2:41][CH2:42][CH2:43][CH2:44][C:45]=6[CH:46]=[C:38]5[C:37]4=[O:49])[C:6]=3[CH2:5][OH:4])[N:13]=2)=[CH:22][CH:23]=1. The yield is 0.210. (3) The reactants are [CH2:1]([N:3]1[C:11]2[C:6](=[CH:7][CH:8]=[C:9]([O:12][CH3:13])[CH:10]=2)[C:5]([C:14](=[O:19])C(F)(F)F)=[C:4]1[CH3:20])[CH3:2].[OH-:21].[K+].Cl. The catalyst is C(O)C.O. The product is [CH2:1]([N:3]1[C:11]2[C:6](=[CH:7][CH:8]=[C:9]([O:12][CH3:13])[CH:10]=2)[C:5]([C:14]([OH:19])=[O:21])=[C:4]1[CH3:20])[CH3:2]. The yield is 0.740. (4) The reactants are [F-].C([N+](CCCC)(CCCC)CCCC)CCC.[CH3:19][C:20]1[CH:27]=[CH:26][C:23]([CH:24]=[O:25])=[CH:22][CH:21]=1.[Si]([C:32]([F:35])([F:34])[F:33])(C)(C)C.Cl. The catalyst is C1COCC1. The product is [CH3:19][C:20]1[CH:27]=[CH:26][C:23]([CH:24]([OH:25])[C:32]([F:35])([F:34])[F:33])=[CH:22][CH:21]=1. The yield is 0.860.